From a dataset of NCI-60 drug combinations with 297,098 pairs across 59 cell lines. Regression. Given two drug SMILES strings and cell line genomic features, predict the synergy score measuring deviation from expected non-interaction effect. (1) Drug 1: C1CC(=O)NC(=O)C1N2CC3=C(C2=O)C=CC=C3N. Drug 2: CC=C1C(=O)NC(C(=O)OC2CC(=O)NC(C(=O)NC(CSSCCC=C2)C(=O)N1)C(C)C)C(C)C. Cell line: CCRF-CEM. Synergy scores: CSS=16.4, Synergy_ZIP=-5.15, Synergy_Bliss=-4.20, Synergy_Loewe=-39.3, Synergy_HSA=-1.88. (2) Drug 1: C(CN)CNCCSP(=O)(O)O. Drug 2: C1C(C(OC1N2C=NC3=C2NC=NCC3O)CO)O. Cell line: DU-145. Synergy scores: CSS=-4.69, Synergy_ZIP=-0.216, Synergy_Bliss=-4.71, Synergy_Loewe=-4.31, Synergy_HSA=-6.05.